This data is from Catalyst prediction with 721,799 reactions and 888 catalyst types from USPTO. The task is: Predict which catalyst facilitates the given reaction. (1) Reactant: [F:1][C:2]1[CH:7]=[CH:6][C:5]([CH3:8])=[CH:4][C:3]=1[OH:9].CCN(CC)CC.[C:17](Cl)(=[O:24])[C:18]1[CH:23]=[CH:22][CH:21]=[CH:20][CH:19]=1. Product: [C:17]([O:9][C:3]1[CH:4]=[C:5]([CH3:8])[CH:6]=[CH:7][C:2]=1[F:1])(=[O:24])[C:18]1[CH:23]=[CH:22][CH:21]=[CH:20][CH:19]=1. The catalyst class is: 2. (2) Reactant: Cl[C:2]1[C:7]([C:8]([O:10][CH2:11][CH3:12])=[O:9])=[CH:6][N:5]=[C:4]([Cl:13])[CH:3]=1.[CH3:14][O:15][C:16]1[CH:23]=[CH:22][C:19]([CH2:20][NH2:21])=[CH:18][CH:17]=1. Product: [Cl:13][C:4]1[CH:3]=[C:2]([NH:21][CH2:20][C:19]2[CH:22]=[CH:23][C:16]([O:15][CH3:14])=[CH:17][CH:18]=2)[C:7]([C:8]([O:10][CH2:11][CH3:12])=[O:9])=[CH:6][N:5]=1. The catalyst class is: 16. (3) Reactant: [C:1]([O:5][C:6]([NH:8][C@H:9]1[CH2:14][CH2:13][C@@H:12]([CH2:15][O:16][Si](C(C)(C)C)(C2C=CC=CC=2)C2C=CC=CC=2)[CH2:11][C@@H:10]1[NH:34][C:35]([C:37]1[S:38][C:39]2[CH2:40][N:41]([CH3:46])[CH2:42][CH2:43][C:44]=2[N:45]=1)=[O:36])=[O:7])([CH3:4])([CH3:3])[CH3:2].[F-].C([N+](CCCC)(CCCC)CCCC)CCC. Product: [C:1]([O:5][C:6]([NH:8][C@H:9]1[CH2:14][CH2:13][C@@H:12]([CH2:15][OH:16])[CH2:11][C@@H:10]1[NH:34][C:35]([C:37]1[S:38][C:39]2[CH2:40][N:41]([CH3:46])[CH2:42][CH2:43][C:44]=2[N:45]=1)=[O:36])=[O:7])([CH3:4])([CH3:3])[CH3:2]. The catalyst class is: 7.